Dataset: Forward reaction prediction with 1.9M reactions from USPTO patents (1976-2016). Task: Predict the product of the given reaction. (1) Given the reactants [H-].[Na+].C(OP([CH:11]([CH3:17])[C:12]([O:14][CH2:15][CH3:16])=[O:13])(OCC)=O)C.O=[C:19]1[CH2:24][CH2:23][N:22]([C:25]([O:27][C:28]([CH3:31])([CH3:30])[CH3:29])=[O:26])[CH2:21][CH2:20]1, predict the reaction product. The product is: [CH2:15]([O:14][C:12](=[O:13])[C:11](=[C:19]1[CH2:24][CH2:23][N:22]([C:25]([O:27][C:28]([CH3:31])([CH3:30])[CH3:29])=[O:26])[CH2:21][CH2:20]1)[CH3:17])[CH3:16]. (2) Given the reactants [OH:1][C:2]1[C:15]2[C:14](=[O:16])[C:13]3[C:8](=[CH:9][C:10]([OH:18])=[CH:11][C:12]=3[OH:17])[C:7](=[O:19])[C:6]=2[CH:5]=[C:4]([C:20]([OH:22])=[O:21])[CH:3]=1.C(O)C.[NH2:26][C@H:27]([C:33]([OH:35])=[O:34])[CH2:28][CH2:29][CH2:30][CH2:31][NH2:32], predict the reaction product. The product is: [NH2:26][C@H:27]([C:33]([OH:35])=[O:34])[CH2:28][CH2:29][CH2:30][CH2:31][NH2:32].[OH:1][C:2]1[C:15]2[C:14](=[O:16])[C:13]3[C:8](=[CH:9][C:10]([OH:18])=[CH:11][C:12]=3[OH:17])[C:7](=[O:19])[C:6]=2[CH:5]=[C:4]([C:20]([OH:22])=[O:21])[CH:3]=1. (3) Given the reactants [C:1](=O)=[O:2].CO.[CH:6]([C:9]1[N:14]=[C:13]([O:15][CH3:16])[CH:12]=[C:11]([O:17][CH3:18])[N:10]=1)([CH3:8])[CH3:7].C([Li])CCC.Cl, predict the reaction product. The product is: [CH:6]([C:9]1[N:14]=[C:13]([O:15][CH3:16])[C:12]([CH:1]=[O:2])=[C:11]([O:17][CH3:18])[N:10]=1)([CH3:8])[CH3:7]. (4) Given the reactants [Cl:1][C:2]1[C:7]([N+:8]([O-])=O)=[C:6]([NH:11][CH2:12][CH2:13][CH2:14][C:15]#[CH:16])[CH:5]=[CH:4][N:3]=1.O.Cl.[OH-].[Na+], predict the reaction product. The product is: [Cl:1][C:2]1[C:7]([NH2:8])=[C:6]([NH:11][CH2:12][CH2:13][CH2:14][C:15]#[CH:16])[CH:5]=[CH:4][N:3]=1. (5) Given the reactants [CH3:1][C:2]1[CH:7]=[C:6]([CH2:8][CH2:9][N:10]2C(=O)C3C(=CC=CC=3)C2=O)[CH:5]=[CH:4][N:3]=1.O.NN, predict the reaction product. The product is: [CH3:1][C:2]1[CH:7]=[C:6]([CH2:8][CH2:9][NH2:10])[CH:5]=[CH:4][N:3]=1. (6) Given the reactants C([Sn](CCCC)(CCCC)C1C=CC(CC)=CC=1)CCC.[Br:22][C:23]1[CH:24]=[CH:25][C:26]([C:32]([F:35])([F:34])[F:33])=[C:27]([CH:31]=1)[C:28]([OH:30])=O.[C:36]1([C:42]2[S:43][CH:44]=[CH:45][CH:46]=2)[CH:41]=[CH:40][CH:39]=[CH:38][CH:37]=1, predict the reaction product. The product is: [C:36]1([C:42]2[S:43][C:44]([C:28]([C:27]3[CH:31]=[C:23]([Br:22])[CH:24]=[CH:25][C:26]=3[C:32]([F:35])([F:34])[F:33])=[O:30])=[CH:45][CH:46]=2)[CH:41]=[CH:40][CH:39]=[CH:38][CH:37]=1. (7) Given the reactants [CH3:1][CH:2]1[N:6]([C:7]2[CH:12]=[CH:11][CH:10]=[CH:9][CH:8]=2)[N:5]=[C:4]([CH2:13][OH:14])[NH:3]1, predict the reaction product. The product is: [CH3:1][C:2]1[N:6]([C:7]2[CH:12]=[CH:11][CH:10]=[CH:9][CH:8]=2)[N:5]=[C:4]([CH:13]=[O:14])[N:3]=1.